Dataset: NCI-60 drug combinations with 297,098 pairs across 59 cell lines. Task: Regression. Given two drug SMILES strings and cell line genomic features, predict the synergy score measuring deviation from expected non-interaction effect. (1) Drug 1: CC1C(C(CC(O1)OC2CC(CC3=C2C(=C4C(=C3O)C(=O)C5=C(C4=O)C(=CC=C5)OC)O)(C(=O)CO)O)N)O.Cl. Drug 2: CC1=C(N=C(N=C1N)C(CC(=O)N)NCC(C(=O)N)N)C(=O)NC(C(C2=CN=CN2)OC3C(C(C(C(O3)CO)O)O)OC4C(C(C(C(O4)CO)O)OC(=O)N)O)C(=O)NC(C)C(C(C)C(=O)NC(C(C)O)C(=O)NCCC5=NC(=CS5)C6=NC(=CS6)C(=O)NCCC[S+](C)C)O. Cell line: HL-60(TB). Synergy scores: CSS=63.0, Synergy_ZIP=-4.39, Synergy_Bliss=-5.43, Synergy_Loewe=2.69, Synergy_HSA=1.78. (2) Drug 1: CN1C2=C(C=C(C=C2)N(CCCl)CCCl)N=C1CCCC(=O)O.Cl. Drug 2: C1CC(=O)NC(=O)C1N2C(=O)C3=CC=CC=C3C2=O. Cell line: SK-OV-3. Synergy scores: CSS=2.70, Synergy_ZIP=-1.30, Synergy_Bliss=0.569, Synergy_Loewe=2.51, Synergy_HSA=1.34. (3) Drug 1: C1CCN(CC1)CCOC2=CC=C(C=C2)C(=O)C3=C(SC4=C3C=CC(=C4)O)C5=CC=C(C=C5)O. Drug 2: CC1CCCC2(C(O2)CC(NC(=O)CC(C(C(=O)C(C1O)C)(C)C)O)C(=CC3=CSC(=N3)C)C)C. Cell line: SK-MEL-2. Synergy scores: CSS=-2.25, Synergy_ZIP=2.50, Synergy_Bliss=5.10, Synergy_Loewe=-1.13, Synergy_HSA=-1.17. (4) Drug 1: C1=C(C(=O)NC(=O)N1)F. Drug 2: CC(C)(C#N)C1=CC(=CC(=C1)CN2C=NC=N2)C(C)(C)C#N. Cell line: BT-549. Synergy scores: CSS=31.1, Synergy_ZIP=-4.42, Synergy_Bliss=-7.58, Synergy_Loewe=-6.24, Synergy_HSA=-6.32. (5) Drug 1: CC1C(C(=O)NC(C(=O)N2CCCC2C(=O)N(CC(=O)N(C(C(=O)O1)C(C)C)C)C)C(C)C)NC(=O)C3=C4C(=C(C=C3)C)OC5=C(C(=O)C(=C(C5=N4)C(=O)NC6C(OC(=O)C(N(C(=O)CN(C(=O)C7CCCN7C(=O)C(NC6=O)C(C)C)C)C)C(C)C)C)N)C. Drug 2: C(CN)CNCCSP(=O)(O)O. Cell line: 786-0. Synergy scores: CSS=25.6, Synergy_ZIP=-5.71, Synergy_Bliss=-2.66, Synergy_Loewe=-85.1, Synergy_HSA=-3.23. (6) Synergy scores: CSS=43.2, Synergy_ZIP=7.42, Synergy_Bliss=6.28, Synergy_Loewe=2.00, Synergy_HSA=8.81. Cell line: OVCAR-8. Drug 2: C1=C(C(=O)NC(=O)N1)F. Drug 1: C1CC(=O)NC(=O)C1N2CC3=C(C2=O)C=CC=C3N.